From a dataset of Experimentally validated miRNA-target interactions with 360,000+ pairs, plus equal number of negative samples. Binary Classification. Given a miRNA mature sequence and a target amino acid sequence, predict their likelihood of interaction. The miRNA is hsa-miR-497-5p with sequence CAGCAGCACACUGUGGUUUGU. The protein sequence of the target gene is MSLQASEGCPGLGTNVFVPQSPQTDEEGSRSGRSFSEFEDTQDLDTPGLPPFCPMAPWGSEEGLSPCHLLTVRVIRMKNVRQADMLSQTDCFVSLWLPTASQKKLRTRTISNCPNPEWNESFNFQIQSRVKNVLELSVCDEDTVTPDDHLLTVLYDLTKLCFRKKTHVKFPLNPQGMEELEVEFLLEESPSPPETLVTNGVLVSRQVSCLEVHAQSRRRRKREKMKDLLVMVNESFENTQRVRPCLEPCCPTSACFQTAACFHYPKYFQSQVHVEVPKSHWSCGLCCRSRKKGPISQPLD.... Result: 0 (no interaction).